Dataset: Peptide-MHC class I binding affinity with 185,985 pairs from IEDB/IMGT. Task: Regression. Given a peptide amino acid sequence and an MHC pseudo amino acid sequence, predict their binding affinity value. This is MHC class I binding data. (1) The peptide sequence is YVADALAAF. The MHC is HLA-B44:02 with pseudo-sequence HLA-B44:02. The binding affinity (normalized) is 0.252. (2) The peptide sequence is ELANEVKVL. The MHC is HLA-A02:02 with pseudo-sequence HLA-A02:02. The binding affinity (normalized) is 0.361.